This data is from Full USPTO retrosynthesis dataset with 1.9M reactions from patents (1976-2016). The task is: Predict the reactants needed to synthesize the given product. Given the product [CH3:10][O:9][C:7]([C:5]1[O:6][C:2]([C:11]2[CH:16]=[CH:15][CH:14]=[CH:13][CH:12]=2)=[CH:3][CH:4]=1)=[O:8], predict the reactants needed to synthesize it. The reactants are: Br[C:2]1[O:6][C:5]([C:7]([O:9][CH3:10])=[O:8])=[CH:4][CH:3]=1.[C:11]1(B(O)O)[CH:16]=[CH:15][CH:14]=[CH:13][CH:12]=1.C(=O)([O-])[O-].[Na+].[Na+].